Dataset: Reaction yield outcomes from USPTO patents with 853,638 reactions. Task: Predict the reaction yield, written as a fraction of the theoretical maximum amount of product (1.0 means a 100% yield; for example, 0.34 means a 34% yield). (1) The product is [Cl:25][C:26]1[CH:42]=[CH:41][CH:40]=[C:39]([F:43])[C:27]=1[CH2:28][N:29]1[CH2:34][CH2:33][N:32]([CH2:35][CH2:36][CH2:37][NH:38][C:13](=[O:14])[CH:7]([CH:9]2[CH2:8][CH2:10][CH2:46][CH2:45]2)[C:1]2[CH:2]=[CH:3][CH:4]=[CH:5][CH:6]=2)[CH2:31][CH2:30]1. The yield is 0.850. The reactants are [C:1]1([C@@H:7]2[CH2:9][C@H:8]2[C:10](O)=O)[CH:6]=[CH:5][CH:4]=[CH:3][CH:2]=1.[C:13](N1C=CN=C1)(N1C=CN=C1)=[O:14].[Cl:25][C:26]1[CH:42]=[CH:41][CH:40]=[C:39]([F:43])[C:27]=1[CH2:28][N:29]1[CH2:34][CH2:33][N:32]([CH2:35][CH2:36][CH2:37][NH2:38])[CH2:31][CH2:30]1.O1CC[CH2:46][CH2:45]1. No catalyst specified. (2) The reactants are [H-].[H-].[H-].[H-].[Li+].[Al+3].[Cl:7][C:8]1[CH:13]=[CH:12][C:11]([C:14]([OH:29])([C:18]2[CH:23]=[CH:22][C:21]([C:24]3[CH:25]=[N:26][NH:27][CH:28]=3)=[CH:20][CH:19]=2)[CH2:15][C:16]#[N:17])=[CH:10][CH:9]=1. The catalyst is C1COCC1. The product is [NH2:17][CH2:16][CH2:15][C:14]([C:11]1[CH:10]=[CH:9][C:8]([Cl:7])=[CH:13][CH:12]=1)([C:18]1[CH:23]=[CH:22][C:21]([C:24]2[CH:25]=[N:26][NH:27][CH:28]=2)=[CH:20][CH:19]=1)[OH:29]. The yield is 0.250. (3) The reactants are FC(F)(F)S(O[C:7]1[CH:12]=[C:11]([Cl:13])[C:10]([CH2:14][CH:15]2[CH2:19][CH2:18][N:17]([CH:20]3[CH2:25][CH2:24][CH2:23][CH2:22][CH2:21]3)[C:16]2=[O:26])=[C:9]([Cl:27])[CH:8]=1)(=O)=O.[OH:30][C:31]1[CH:36]=[CH:35][C:34](B(O)O)=[CH:33][CH:32]=1. The yield is 0.910. No catalyst specified. The product is [CH:20]1([N:17]2[CH2:18][CH2:19][CH:15]([CH2:14][C:10]3[C:11]([Cl:13])=[CH:12][C:7]([C:34]4[CH:35]=[CH:36][C:31]([OH:30])=[CH:32][CH:33]=4)=[CH:8][C:9]=3[Cl:27])[C:16]2=[O:26])[CH2:25][CH2:24][CH2:23][CH2:22][CH2:21]1. (4) The yield is 0.270. The product is [CH3:21][C:22]1[CH:27]=[CH:26][C:25]([S:28]([NH:1][C:2]2[CH:7]=[CH:6][CH:5]=[CH:4][C:3]=2[CH2:8][CH2:9][CH2:10][C:11]2[CH:20]=[CH:19][CH:18]=[CH:17][C:12]=2[C:13]([O:15][CH3:16])=[O:14])(=[O:30])=[O:29])=[CH:24][CH:23]=1. The reactants are [NH2:1][C:2]1[CH:7]=[CH:6][CH:5]=[CH:4][C:3]=1[CH2:8][CH2:9][CH2:10][C:11]1[CH:20]=[CH:19][CH:18]=[CH:17][C:12]=1[C:13]([O:15][CH3:16])=[O:14].[CH3:21][C:22]1[CH:27]=[CH:26][C:25]([S:28](Cl)(=[O:30])=[O:29])=[CH:24][CH:23]=1.C([O-])(O)=O.[Na+].Cl. The catalyst is C(#N)C. (5) The reactants are [F:1][C:2]1[CH:7]=[CH:6][C:5]([C:8]2[C:12]([CH2:13][O:14][C:15]3[CH:23]=[CH:22][C:18]([C:19]([OH:21])=O)=[CH:17][N:16]=3)=[C:11]([CH3:24])[O:10][N:9]=2)=[CH:4][CH:3]=1.[NH2:25][CH:26]1[CH2:31][CH2:30][O:29][CH2:28][CH2:27]1. No catalyst specified. The product is [F:1][C:2]1[CH:3]=[CH:4][C:5]([C:8]2[C:12]([CH2:13][O:14][C:15]3[CH:23]=[CH:22][C:18]([C:19]([NH:25][CH:26]4[CH2:31][CH2:30][O:29][CH2:28][CH2:27]4)=[O:21])=[CH:17][N:16]=3)=[C:11]([CH3:24])[O:10][N:9]=2)=[CH:6][CH:7]=1. The yield is 0.850.